The task is: Regression. Given a peptide amino acid sequence and an MHC pseudo amino acid sequence, predict their binding affinity value. This is MHC class I binding data.. This data is from Peptide-MHC class I binding affinity with 185,985 pairs from IEDB/IMGT. (1) The peptide sequence is IQKGMFVVK. The MHC is HLA-B27:03 with pseudo-sequence HLA-B27:03. The binding affinity (normalized) is 0.0847. (2) The peptide sequence is QEKNMYELQKL. The MHC is Mamu-A11 with pseudo-sequence Mamu-A11. The binding affinity (normalized) is 0.221. (3) The peptide sequence is HPFKYAAAF. The MHC is Mamu-A2201 with pseudo-sequence Mamu-A2201. The binding affinity (normalized) is 1.00. (4) The peptide sequence is MAFLPCLII. The MHC is HLA-B51:01 with pseudo-sequence HLA-B51:01. The binding affinity (normalized) is 0.353.